From a dataset of Full USPTO retrosynthesis dataset with 1.9M reactions from patents (1976-2016). Predict the reactants needed to synthesize the given product. (1) The reactants are: Cl.Cl.[NH2:3][CH2:4][C:5]1[N:14]=[C:13]([N:15]([C:17]2[CH:22]=[CH:21][C:20]([O:23][CH3:24])=[CH:19][CH:18]=2)[CH3:16])[C:12]2[C:7](=[CH:8][CH:9]=[C:10]([F:25])[CH:11]=2)[N:6]=1.CCN(CC)CC.Cl[C:34]([O:36][C:37]1[CH:42]=[CH:41][CH:40]=[CH:39][CH:38]=1)=[O:35]. Given the product [C:37]1([O:36][C:34](=[O:35])[NH:3][CH2:4][C:5]2[N:14]=[C:13]([N:15]([C:17]3[CH:22]=[CH:21][C:20]([O:23][CH3:24])=[CH:19][CH:18]=3)[CH3:16])[C:12]3[C:7](=[CH:8][CH:9]=[C:10]([F:25])[CH:11]=3)[N:6]=2)[CH:42]=[CH:41][CH:40]=[CH:39][CH:38]=1, predict the reactants needed to synthesize it. (2) Given the product [NH2:15][C@H:6]1[C@H:7]([OH:14])[C:8]2[CH:13]=[CH:12][CH:11]=[C:10]3[NH:1][C:2](=[O:17])[N:3]([C:9]=23)[CH2:4][CH2:5]1, predict the reactants needed to synthesize it. The reactants are: [NH:1]1[C:10]2=[CH:11][CH:12]=[CH:13][C:8]3=[C:9]2[N:3]([CH2:4][CH2:5][C:6](=[N:15]O)[C:7]3=[O:14])[C:2]1=[O:17]. (3) Given the product [CH:35]([N:32]1[CH2:33][CH2:34][N:29]([C:27]([C:24]2[CH:25]=[CH:26][C:21]([C:17]3[CH:18]=[N:19][CH:20]=[C:15]([C:4]4[CH:3]=[C:2]([O:39][CH3:38])[N:7]=[C:6]([C:8]5[CH:13]=[CH:12][CH:11]=[C:10]([CH3:14])[N:9]=5)[N:5]=4)[CH:16]=3)=[CH:22][CH:23]=2)=[O:28])[CH2:30][CH2:31]1)([CH3:37])[CH3:36], predict the reactants needed to synthesize it. The reactants are: Cl[C:2]1[N:7]=[C:6]([C:8]2[CH:13]=[CH:12][CH:11]=[C:10]([CH3:14])[N:9]=2)[N:5]=[C:4]([C:15]2[CH:16]=[C:17]([C:21]3[CH:26]=[CH:25][C:24]([C:27]([N:29]4[CH2:34][CH2:33][N:32]([CH:35]([CH3:37])[CH3:36])[CH2:31][CH2:30]4)=[O:28])=[CH:23][CH:22]=3)[CH:18]=[N:19][CH:20]=2)[CH:3]=1.[CH3:38][OH:39]. (4) Given the product [C:1]([C:5]1[CH:6]=[C:7]([NH:11][C:12]([C:13]2[CH:14]=[CH:15][C:16]([CH:19]3[CH2:24][CH2:23][N:22]([C:27]4[CH:35]=[CH:34][C:30]([C:31]([OH:33])=[O:32])=[C:29]([CH3:36])[CH:28]=4)[CH2:21][CH2:20]3)=[CH:17][CH:18]=2)=[O:25])[CH:8]=[CH:9][CH:10]=1)([CH3:4])([CH3:2])[CH3:3], predict the reactants needed to synthesize it. The reactants are: [C:1]([C:5]1[CH:6]=[C:7]([NH:11][C:12](=[O:25])[C:13]2[CH:18]=[CH:17][C:16]([CH:19]3[CH2:24][CH2:23][NH:22][CH2:21][CH2:20]3)=[CH:15][CH:14]=2)[CH:8]=[CH:9][CH:10]=1)([CH3:4])([CH3:3])[CH3:2].Br[C:27]1[CH:35]=[CH:34][C:30]([C:31]([OH:33])=[O:32])=[C:29]([CH3:36])[CH:28]=1.C(C1C=C(NC(C2C=CC(N3CCN(C4C=CC(C(O)=O)=CC=4)CC3)=C(F)C=2)=O)C=CC=1)(C)(C)C. (5) Given the product [Cl:16][C:17]1[O:21][C:20]([CH2:22][NH:15][CH2:14][CH2:13][CH2:12][C:3]2[CH:4]=[CH:5][C:6]3[C:11](=[CH:10][CH:9]=[CH:8][CH:7]=3)[C:2]=2[Cl:1])=[CH:19][CH:18]=1, predict the reactants needed to synthesize it. The reactants are: [Cl:1][C:2]1[C:11]2[C:6](=[CH:7][CH:8]=[CH:9][CH:10]=2)[CH:5]=[CH:4][C:3]=1[CH2:12][CH2:13][CH2:14][NH2:15].[Cl:16][C:17]1[O:21][C:20]([CH:22]=O)=[CH:19][CH:18]=1. (6) The reactants are: [F:1][C:2]([F:29])([F:28])[C@@:3]([CH2:18][NH:19][C@@H](C1C=CC=CC=1)C)([OH:17])[CH2:4][C:5]([C:8]1[CH:13]=[C:12]([F:14])[CH:11]=[CH:10][C:9]=1[O:15][CH3:16])([CH3:7])[CH3:6]. Given the product [NH2:19][CH2:18][C@:3]([OH:17])([CH2:4][C:5]([C:8]1[CH:13]=[C:12]([F:14])[CH:11]=[CH:10][C:9]=1[O:15][CH3:16])([CH3:7])[CH3:6])[C:2]([F:29])([F:28])[F:1], predict the reactants needed to synthesize it. (7) Given the product [CH2:1]([C:3]1[CH:8]=[CH:7][C:6]([C:9](=[O:12])[CH2:10][CH3:11])=[CH:5][CH:4]=1)[CH3:2], predict the reactants needed to synthesize it. The reactants are: [CH2:1]([C:3]1[CH:8]=[CH:7][CH:6]=[CH:5][CH:4]=1)[CH3:2].[C:9](Cl)(=[O:12])[CH2:10][CH3:11].[Al+3].[Cl-].[Cl-].[Cl-]. (8) Given the product [NH2:1][C:2]1[N:6]([C:7]2[C:8]([Cl:19])=[CH:9][C:10]([C:14]([O:16][CH2:17][CH3:18])=[O:15])=[CH:11][C:12]=2[Cl:13])[N:5]=[C:4]([CH2:20][CH3:21])[C:3]=1[C:22]([NH2:23])=[O:24], predict the reactants needed to synthesize it. The reactants are: [NH2:1][C:2]1[N:6]([C:7]2[C:12]([Cl:13])=[CH:11][C:10]([C:14]([O:16][CH2:17][CH3:18])=[O:15])=[CH:9][C:8]=2[Cl:19])[N:5]=[C:4]([CH2:20][CH3:21])[C:3]=1[C:22]#[N:23].[OH:24]S(O)(=O)=O. (9) Given the product [CH2:3]1[C:4]2[C:9](=[CH:8][C:7]([C:6]([CH:5]=2)=[O:15])=[O:10])[NH:1][CH:2]1[C:11]([OH:13])=[O:12], predict the reactants needed to synthesize it. The reactants are: [NH2:1][C@H:2]([C:11]([OH:13])=[O:12])[CH2:3][C:4]1[CH:9]=[CH:8][C:7]([OH:10])=[CH:6][CH:5]=1.C[O:15]C1C=C([C@H]2OC[C@H]3[C@@H]2CO[C@@H]3C2C=C(OC)C(O)=C(OC)C=2)C=C(OC)C=1O.